Predict the product of the given reaction. From a dataset of Forward reaction prediction with 1.9M reactions from USPTO patents (1976-2016). (1) The product is: [C:1]1([CH3:13])[CH:6]=[C:5]([CH3:7])[CH:4]=[C:3]([CH3:8])[C:2]=1[S:9]([NH:14][CH2:15][CH2:16][CH2:17][CH2:18][NH:19][S:9]([C:2]1[C:3]([CH3:8])=[CH:4][C:5]([CH3:7])=[CH:6][C:1]=1[CH3:13])(=[O:11])=[O:10])(=[O:11])=[O:10]. Given the reactants [C:1]1([CH3:13])[CH:6]=[C:5]([CH3:7])[CH:4]=[C:3]([CH3:8])[C:2]=1[S:9](Cl)(=[O:11])=[O:10].[NH2:14][CH2:15][CH2:16][CH2:17][CH2:18][NH2:19], predict the reaction product. (2) Given the reactants [NH2:1][C:2]1[C:3]([C:7]2[NH:23][C:10]3=[CH:11][C:12]4[C:13]([CH3:22])([CH3:21])[C:14](=[O:20])[N:15]([CH2:18][CH3:19])[C:16]=4[CH:17]=[C:9]3[N:8]=2)=[N:4][NH:5][CH:6]=1.[CH3:24][N:25]1[CH2:30][CH2:29][N:28]([C:31](Cl)=[O:32])[CH2:27][CH2:26]1, predict the reaction product. The product is: [CH2:18]([N:15]1[C:16]2[CH:17]=[C:9]3[N:8]=[C:7]([C:3]4[C:2]([NH:1][C:31]([N:28]5[CH2:29][CH2:30][N:25]([CH3:24])[CH2:26][CH2:27]5)=[O:32])=[CH:6][NH:5][N:4]=4)[NH:23][C:10]3=[CH:11][C:12]=2[C:13]([CH3:22])([CH3:21])[C:14]1=[O:20])[CH3:19]. (3) Given the reactants Cl[C:2]1[N:3]=[CH:4][C:5]2[N:6]([CH3:21])[C:7](=[O:20])[C:8]([F:19])([F:18])[CH2:9][N:10]([CH:13]3[CH2:17][CH2:16][CH2:15][CH2:14]3)[C:11]=2[N:12]=1.[NH2:22][C:23]1[CH:31]=[CH:30][C:26]([C:27]([OH:29])=[O:28])=[CH:25][C:24]=1[O:32][CH3:33], predict the reaction product. The product is: [CH:13]1([N:10]2[CH2:9][C:8]([F:19])([F:18])[C:7](=[O:20])[N:6]([CH3:21])[C:5]3[CH:4]=[N:3][C:2]([NH:22][C:23]4[CH:31]=[CH:30][C:26]([C:27]([OH:29])=[O:28])=[CH:25][C:24]=4[O:32][CH3:33])=[N:12][C:11]2=3)[CH2:17][CH2:16][CH2:15][CH2:14]1. (4) Given the reactants [F:1][C:2]1[CH:7]=[CH:6][C:5]([CH:8]2[N:13]3[N:14]=[C:15]([N:17]([C:25]([O:27][C:28]([CH3:31])([CH3:30])[CH3:29])=[O:26])[C:18]([O:20][C:21]([CH3:24])([CH3:23])[CH3:22])=[O:19])[N:16]=[C:12]3[CH2:11][NH:10][CH2:9]2)=[CH:4][CH:3]=1.C(N(C(C)C)CC)(C)C.FC(F)(F)S(O[CH2:47][C:48]([F:51])([F:50])[F:49])(=O)=O, predict the reaction product. The product is: [F:1][C:2]1[CH:7]=[CH:6][C:5]([CH:8]2[N:13]3[N:14]=[C:15]([N:17]([C:18]([O:20][C:21]([CH3:22])([CH3:23])[CH3:24])=[O:19])[C:25]([O:27][C:28]([CH3:31])([CH3:30])[CH3:29])=[O:26])[N:16]=[C:12]3[CH2:11][N:10]([CH2:47][C:48]([F:51])([F:50])[F:49])[CH2:9]2)=[CH:4][CH:3]=1. (5) The product is: [OH:17][CH2:16][C:7]1([CH3:20])[CH2:6][CH2:5][C:4]2[C:9](=[C:10]([CH3:15])[C:11]([CH:12]([CH3:14])[CH3:13])=[C:2]([OH:1])[C:3]=2[CH:21]([CH3:22])[CH3:23])[O:8]1. Given the reactants [OH:1][C:2]1[C:3]([CH:21]([CH3:23])[CH3:22])=[C:4]2[C:9](=[C:10]([CH3:15])[C:11]=1[CH:12]([CH3:14])[CH3:13])[O:8][C:7]([CH3:20])([C:16](OC)=[O:17])[CH2:6][CH2:5]2.[H-].[H-].[H-].[H-].[Li+].[Al+3], predict the reaction product.